This data is from Full USPTO retrosynthesis dataset with 1.9M reactions from patents (1976-2016). The task is: Predict the reactants needed to synthesize the given product. (1) Given the product [F:1][C:2]([F:15])([F:14])[C:3]1[CH:8]=[CH:7][C:6]([CH2:9][CH2:10][C:11]2[S:38][C:25]([C:23]3[CH:22]=[CH:21][C:20]4[NH:16][CH:17]=[N:18][C:19]=4[CH:24]=3)=[N:27][N:28]=2)=[CH:5][CH:4]=1, predict the reactants needed to synthesize it. The reactants are: [F:1][C:2]([F:15])([F:14])[C:3]1[CH:8]=[CH:7][C:6]([CH2:9][CH2:10][C:11](O)=O)=[CH:5][CH:4]=1.[N:16]1[C:20]2[CH:21]=[CH:22][C:23]([C:25]([NH:27][NH2:28])=O)=[CH:24][C:19]=2[NH:18][CH:17]=1.COC1C=CC(P2(SP(C3C=CC(OC)=CC=3)(=S)S2)=[S:38])=CC=1.O=P(Cl)(Cl)Cl. (2) Given the product [Cl:1][C:2]1[S:6][C:5]([S:7]([N:10]([CH2:17][CH3:18])[C:11]2([C:14]([NH:40][CH2:39][C:37]3[CH:36]=[C:35]([C:41]4[CH:42]=[CH:43][C:44]([C:47]([F:48])([F:49])[F:50])=[CH:45][CH:46]=4)[N:34]=[C:33]([O:32][CH3:30])[CH:38]=3)=[O:16])[CH2:12][CH2:13]2)(=[O:8])=[O:9])=[CH:4][CH:3]=1, predict the reactants needed to synthesize it. The reactants are: [Cl:1][C:2]1[S:6][C:5]([S:7]([N:10]([CH2:17][CH3:18])[C:11]2([C:14]([OH:16])=O)[CH2:13][CH2:12]2)(=[O:9])=[O:8])=[CH:4][CH:3]=1.CCOC(OC(OCC)=O)=O.[CH2:30]([O:32][C:33]1[CH:38]=[C:37]([CH2:39][NH2:40])[CH:36]=[C:35]([C:41]2[CH:46]=[CH:45][C:44]([C:47]([F:50])([F:49])[F:48])=[CH:43][CH:42]=2)[N:34]=1)C. (3) Given the product [CH3:12][O:11][C:10]1[CH:9]=[C:8]2[C:4]([CH2:5][CH2:6][C:7]2=[O:13])=[CH:3][C:2]=1[O:1][CH2:15][CH:16]1[CH2:18][O:17]1, predict the reactants needed to synthesize it. The reactants are: [OH:1][C:2]1[CH:3]=[C:4]2[C:8](=[CH:9][C:10]=1[O:11][CH3:12])[C:7](=[O:13])[CH2:6][CH2:5]2.Cl[CH2:15][CH:16]1[CH2:18][O:17]1.C(=O)([O-])[O-].[K+].[K+]. (4) Given the product [CH3:23][CH:22]([CH3:24])[CH2:21][C:20]([O:19][CH2:18][CH2:17][C:14]1[CH:15]=[CH:16][C:11]([N:10]2[C:3]3=[N:4][C:5]([CH3:9])=[CH:6][C:7]([CH3:8])=[C:2]3[N:1]=[C:3]2[CH2:2][CH:7]([CH3:8])[CH3:6])=[CH:12][CH:13]=1)=[O:25], predict the reactants needed to synthesize it. The reactants are: [NH2:1][C:2]1[C:3]([NH:10][C:11]2[CH:16]=[CH:15][C:14]([CH2:17][CH2:18][OH:19])=[CH:13][CH:12]=2)=[N:4][C:5]([CH3:9])=[CH:6][C:7]=1[CH3:8].[C:20](Cl)(=[O:25])[CH2:21][CH:22]([CH3:24])[CH3:23].